Dataset: Peptide-MHC class II binding affinity with 134,281 pairs from IEDB. Task: Regression. Given a peptide amino acid sequence and an MHC pseudo amino acid sequence, predict their binding affinity value. This is MHC class II binding data. (1) The peptide sequence is TLTAFGFASADLIEI. The MHC is HLA-DPA10201-DPB11401 with pseudo-sequence HLA-DPA10201-DPB11401. The binding affinity (normalized) is 0.377. (2) The peptide sequence is KYDAYVATLSEALRI. The MHC is HLA-DQA10401-DQB10402 with pseudo-sequence HLA-DQA10401-DQB10402. The binding affinity (normalized) is 0.398.